This data is from Forward reaction prediction with 1.9M reactions from USPTO patents (1976-2016). The task is: Predict the product of the given reaction. (1) Given the reactants Cl[C:2]1[N:9]=[C:8]([CH3:10])[C:7]([Cl:11])=[C:6]([CH3:12])[C:3]=1[C:4]#[N:5].C([O-])([O-])=O.[K+].[K+].[NH:19]1[CH2:24][CH2:23][NH:22][CH2:21][CH2:20]1, predict the reaction product. The product is: [Cl:11][C:7]1[C:6]([CH3:12])=[C:3]([C:4]#[N:5])[C:2]([N:19]2[CH2:24][CH2:23][NH:22][CH2:21][CH2:20]2)=[N:9][C:8]=1[CH3:10]. (2) Given the reactants [ClH:1].[F:2][C:3]1[CH:39]=[CH:38][C:6]([CH2:7][N:8]2[C:17](=[O:18])[C:16]3[C:11](=[CH:12][CH:13]=[C:14]([C:19]([C:21]4[N:25]5[CH:26]=[CH:27][CH:28]=[CH:29][C:24]5=[C:23]([C:30]5[CH:31]=[N:32][CH:33]=[CH:34][CH:35]=5)[N:22]=4)=[O:20])[CH:15]=3)[N:10]([CH3:36])[C:9]2=[O:37])=[CH:5][CH:4]=1, predict the reaction product. The product is: [ClH:1].[F:2][C:3]1[CH:4]=[CH:5][C:6]([CH2:7][N:8]2[C:17](=[O:18])[C:16]3[C:11](=[CH:12][CH:13]=[C:14]([C:19]([C:21]4[N:25]5[CH:26]=[CH:27][CH:28]=[CH:29][C:24]5=[C:23]([C:30]5[CH:31]=[N:32][CH:33]=[CH:34][CH:35]=5)[N:22]=4)=[O:20])[CH:15]=3)[N:10]([CH3:36])[C:9]2=[O:37])=[CH:38][CH:39]=1. (3) Given the reactants [H-].[Na+].C([Si](C)(C)[O:8][C:9]1[CH:10]=[C:11]2[C:19](=[CH:20][CH:21]=1)[NH:18][C:17]1[C:16]3[CH:22]=[CH:23][CH:24]=[CH:25][C:15]=3[S:14][CH2:13][C:12]2=1)(C)(C)C.Cl[CH2:29][C:30]1[CH:44]=[CH:43][C:33]([O:34][CH2:35][CH2:36][N:37]2[CH2:42][CH2:41][CH2:40][CH2:39][CH2:38]2)=[CH:32][CH:31]=1, predict the reaction product. The product is: [N:37]1([CH2:36][CH2:35][O:34][C:33]2[CH:43]=[CH:44][C:30]([CH2:29][N:18]3[C:17]4[C:16]5[CH:22]=[CH:23][CH:24]=[CH:25][C:15]=5[S:14][CH2:13][C:12]=4[C:11]4[C:19]3=[CH:20][CH:21]=[C:9]([OH:8])[CH:10]=4)=[CH:31][CH:32]=2)[CH2:42][CH2:41][CH2:40][CH2:39][CH2:38]1. (4) The product is: [CH2:11]([N:10]1[C:9]2[C:8](=[O:15])[N:7]([CH2:16][C:17]([C:19]3[CH:24]=[CH:23][CH:22]=[C:21]([O:25][CH3:26])[CH:20]=3)=[O:18])[CH:6]=[N:5][C:4]=2[C:3]([C:27]#[N:28])=[C:2]1[N:29]1[CH2:34][CH2:33][NH:32][CH2:31][CH2:30]1)[C:12]#[C:13][CH3:14]. Given the reactants Br[C:2]1[N:10]([CH2:11][C:12]#[C:13][CH3:14])[C:9]2[C:8](=[O:15])[N:7]([CH2:16][C:17]([C:19]3[CH:24]=[CH:23][CH:22]=[C:21]([O:25][CH3:26])[CH:20]=3)=[O:18])[CH:6]=[N:5][C:4]=2[C:3]=1[C:27]#[N:28].[NH:29]1[CH2:34][CH2:33][NH:32][CH2:31][CH2:30]1, predict the reaction product. (5) Given the reactants Cl.Cl.[O:3]1[C:8]2=[CH:9][CH:10]=[CH:11][C:7]2=[CH:6][C:5]([CH:12]2[CH2:17][CH2:16][CH2:15][CH2:14][N:13]2[CH2:18][CH2:19][C@H:20]2[CH2:25][CH2:24][C@H:23]([NH2:26])[CH2:22][CH2:21]2)=[CH:4]1.[CH3:27][C:28]([CH3:34])([CH3:33])[CH2:29][C:30](O)=[O:31], predict the reaction product. The product is: [O:3]1[C:8]2=[CH:9][CH:10]=[CH:11][C:7]2=[CH:6][C:5]([CH:12]2[CH2:17][CH2:16][CH2:15][CH2:14][N:13]2[CH2:18][CH2:19][C@H:20]2[CH2:21][CH2:22][C@H:23]([NH:26][C:30](=[O:31])[CH2:29][C:28]([CH3:34])([CH3:33])[CH3:27])[CH2:24][CH2:25]2)=[CH:4]1. (6) The product is: [CH3:6][NH2:7].[CH3:6][NH:7][C:30]([CH:32]1[CH2:36][C:35](=[O:37])[N:34]([C:38]2[CH:43]=[CH:42][C:41]([O:44][CH2:45][C:46]3[CH:51]=[CH:50][CH:49]=[CH:48][C:47]=3[O:52][CH3:53])=[CH:40][CH:39]=2)[CH2:33]1)=[O:29]. Given the reactants COC(C1CC(=O)[N:7](C2C=CC(O)=CC=2)[CH2:6]1)=O.COC1C=CC=CC=1CBr.C[O:29][C:30]([CH:32]1[CH2:36][C:35](=[O:37])[N:34]([C:38]2[CH:43]=[CH:42][C:41]([O:44][CH2:45][C:46]3[CH:51]=[CH:50][CH:49]=[CH:48][C:47]=3[O:52][CH3:53])=[CH:40][CH:39]=2)[CH2:33]1)=O, predict the reaction product. (7) Given the reactants [C:1]([O:5][C:6]([N:8]1[CH2:13][CH2:12][C:11]2([CH2:18][CH2:17][C:16](=[O:19])[CH2:15][CH2:14]2)[CH2:10][CH2:9]1)=[O:7])([CH3:4])([CH3:3])[CH3:2].O.O.O.O.O.O.O.[Cl-].[Ce+3].[Cl-].[Cl-].[BH4-].[Na+].O, predict the reaction product. The product is: [C:1]([O:5][C:6]([N:8]1[CH2:13][CH2:12][C:11]2([CH2:14][CH2:15][CH:16]([OH:19])[CH2:17][CH2:18]2)[CH2:10][CH2:9]1)=[O:7])([CH3:4])([CH3:2])[CH3:3]. (8) Given the reactants Br[C:2]1[N:3]([CH3:13])[C:4](=[O:12])[C:5]([CH3:11])=[C:6]([Cl:10])[C:7]=1[C:8]#[N:9].C([Sn](CCCC)(CCCC)[C:19]([O:21][CH2:22][CH3:23])=[CH2:20])CCC, predict the reaction product. The product is: [Cl:10][C:6]1[C:7]([C:8]#[N:9])=[C:2]([C:19]([O:21][CH2:22][CH3:23])=[CH2:20])[N:3]([CH3:13])[C:4](=[O:12])[C:5]=1[CH3:11]. (9) The product is: [C:1]([O:4][CH2:5][CH2:6][CH:7]([SH:12])[CH2:8][CH2:9][CH2:10][CH3:11])(=[O:3])[CH3:2]. Given the reactants [C:1]([O:4][CH2:5][CH2:6][CH:7]([S:12]C(=O)C)[CH2:8][CH2:9][CH2:10][CH3:11])(=[O:3])[CH3:2].CC1C=CC(S([O-])(=O)=O)=CC=1.C[N+]1C=CC=C(C)C=1F.C(N(CC)CC)C.C([O-])(=O)C.C(O)(=S)C, predict the reaction product.